From a dataset of Forward reaction prediction with 1.9M reactions from USPTO patents (1976-2016). Predict the product of the given reaction. (1) The product is: [Cl:1][C:2]1[CH:10]=[C:9]2[C:5]([C:6]([C:11]([N:13]3[CH2:18][CH2:17][C:16]4([C:22]5[CH:23]=[CH:24][C:25]([F:27])=[CH:26][C:21]=5[C:20](=[O:28])[O:19]4)[CH2:15][CH2:14]3)=[O:12])=[CH:7][N:8]2[CH2:38][C:33]2[N:34]=[C:35]([CH3:37])[O:36][C:32]=2[CH:29]2[CH2:31][CH2:30]2)=[CH:4][CH:3]=1. Given the reactants [Cl:1][C:2]1[CH:10]=[C:9]2[C:5]([C:6]([C:11]([N:13]3[CH2:18][CH2:17][C:16]4([C:22]5[CH:23]=[CH:24][C:25]([F:27])=[CH:26][C:21]=5[C:20](=[O:28])[O:19]4)[CH2:15][CH2:14]3)=[O:12])=[CH:7][NH:8]2)=[CH:4][CH:3]=1.[CH:29]1([C:32]2[O:36][C:35]([CH3:37])=[N:34][C:33]=2[CH2:38]OS(C)(=O)=O)[CH2:31][CH2:30]1, predict the reaction product. (2) Given the reactants [NH:1]1[C:9]2[C:4](=[N:5][CH:6]=[CH:7][CH:8]=2)[CH:3]=[CH:2]1.[Cl:10][CH2:11][CH2:12][C@H:13]([C:15]1[CH:20]=[CH:19][CH:18]=[CH:17][CH:16]=1)O, predict the reaction product. The product is: [Cl:10][CH2:11][CH2:12][C@H:13]([N:1]1[C:9]2[C:4](=[N:5][CH:6]=[CH:7][CH:8]=2)[CH:3]=[CH:2]1)[C:15]1[CH:20]=[CH:19][CH:18]=[CH:17][CH:16]=1. (3) Given the reactants C([C:4]1[C:5](N)=[C:6](/[CH:11]=[CH:12]/[C:13]([OH:15])=O)[CH:7]=[CH:8][C:9]=1[CH3:10])(=O)C.ClC([O:20][CH2:21][CH3:22])=O.[N-:23]=[N+:24]=[N-:25].[Na+].C([N:29](CC)CC)C, predict the reaction product. The product is: [C:21]([NH:29][C:4]1[CH:5]=[C:6](/[CH:11]=[CH:12]/[C:13]([N:23]=[N+:24]=[N-:25])=[O:15])[CH:7]=[CH:8][C:9]=1[CH3:10])(=[O:20])[CH3:22]. (4) The product is: [C:16]1([N:15]2[CH2:43][CH2:41][CH2:32][CH2:31][CH2:30][CH2:29][CH2:28][CH2:27][C:11](=[O:51])[NH:10][CH2:9][CH2:14][CH2:13]2)[CH:24]=[CH:23][CH:22]=[CH:18][CH:17]=1. Given the reactants NC1C=C(N[C:9]2[CH:14]=[C:13]([NH:15][C:16]3[CH:17]=[C:18]([CH:22]=[CH:23][CH:24]=3)C(O)=O)N3N=C[C:27]([CH2:28][CH2:29][CH2:30][CH2:31][C:32](O)=O)=[C:11]3[N:10]=2)C=CC=1.CCN([CH:41]([CH3:43])C)C(C)C.CN(C([O:51]N1N=NC2C=CC=NC1=2)=[N+](C)C)C.F[P-](F)(F)(F)(F)F.CN(C)C1CCNC1, predict the reaction product. (5) The product is: [O:25]1[CH:29]=[CH:28][C:27]([C:2]2[CH:7]=[CH:6][C:5]([N:8]3[C:12]([C:13]4[CH:18]=[CH:17][C:16]([S:19]([CH3:22])(=[O:21])=[O:20])=[CH:15][CH:14]=4)=[CH:11][CH:10]=[C:9]3[CH3:23])=[CH:4][C:3]=2[CH3:24])=[CH:26]1. Given the reactants Br[C:2]1[CH:7]=[CH:6][C:5]([N:8]2[C:12]([C:13]3[CH:18]=[CH:17][C:16]([S:19]([CH3:22])(=[O:21])=[O:20])=[CH:15][CH:14]=3)=[CH:11][CH:10]=[C:9]2[CH3:23])=[CH:4][C:3]=1[CH3:24].[O:25]1[CH:29]=[CH:28][C:27](B(O)O)=[CH:26]1, predict the reaction product. (6) Given the reactants [Br:1][C:2]1[S:3][C:4]([CH2:9]Br)=[C:5]([CH2:7]Br)[N:6]=1.O.O.O.O.O.O.O.O.O.[S-2:20].[Na+].[Na+], predict the reaction product. The product is: [Br:1][C:2]1[S:3][C:4]2[CH2:9][S:20][CH2:7][C:5]=2[N:6]=1. (7) Given the reactants [CH2:1]([O:8][C:9]1[CH:18]=[CH:17][CH:16]=[C:15]2[C:10]=1[CH2:11][CH2:12][CH2:13][CH:14]2[C:19]([OH:21])=O)[C:2]1[CH:7]=[CH:6][CH:5]=[CH:4][CH:3]=1.[NH2:22][C:23]1[CH:28]=[CH:27][C:26]([CH3:29])=[CH:25][N:24]=1, predict the reaction product. The product is: [CH2:1]([O:8][C:9]1[CH:18]=[CH:17][CH:16]=[C:15]2[C:10]=1[CH2:11][CH2:12][CH2:13][CH:14]2[C:19]([NH:22][C:23]1[CH:28]=[CH:27][C:26]([CH3:29])=[CH:25][N:24]=1)=[O:21])[C:2]1[CH:7]=[CH:6][CH:5]=[CH:4][CH:3]=1. (8) Given the reactants [F:1][C:2]1[C:19]([C:20]#[C:21][C:22]([OH:37])([C:24]2[N:28]=[CH:27][N:26](COCC[Si](C)(C)C)[N:25]=2)[CH3:23])=[CH:18][C:5]2[C:6]3[N:7]([CH:12]=[C:13]([C:15]([NH2:17])=[O:16])[N:14]=3)[CH:8]3[CH2:11][CH:10]([C:4]=2[CH:3]=1)[CH2:9]3.FC(F)(F)C(O)=O, predict the reaction product. The product is: [F:1][C:2]1[C:19]([C:20]#[C:21][C:22]([OH:37])([C:24]2[N:28]=[CH:27][NH:26][N:25]=2)[CH3:23])=[CH:18][C:5]2[C:6]3[N:7]([CH:12]=[C:13]([C:15]([NH2:17])=[O:16])[N:14]=3)[CH:8]3[CH2:9][CH:10]([C:4]=2[CH:3]=1)[CH2:11]3.